Dataset: Catalyst prediction with 721,799 reactions and 888 catalyst types from USPTO. Task: Predict which catalyst facilitates the given reaction. (1) Reactant: C([O:4][CH2:5][C:6]1[N:11]([C:12]2[CH:13]=[C:14]([CH:19]=[CH:20][CH:21]=2)[C:15]([O:17][CH3:18])=[O:16])[C:10](=[O:22])[C:9]([Br:23])=[C:8]([O:24][CH2:25][C:26]2[CH:31]=[CH:30][C:29]([F:32])=[CH:28][C:27]=2[F:33])[CH:7]=1)(=O)C.C([O-])([O-])=O.[K+].[K+]. Product: [Br:23][C:9]1[C:10](=[O:22])[N:11]([C:12]2[CH:13]=[C:14]([CH:19]=[CH:20][CH:21]=2)[C:15]([O:17][CH3:18])=[O:16])[C:6]([CH2:5][OH:4])=[CH:7][C:8]=1[O:24][CH2:25][C:26]1[CH:31]=[CH:30][C:29]([F:32])=[CH:28][C:27]=1[F:33]. The catalyst class is: 24. (2) Reactant: [F:1][C:2]([F:7])([F:6])[S:3]([O-])=O.[K+].C1(C)C=CC(S(O)(=O)=O)=CC=1.CNC.O.C1(C)C=CC(S(O)(=O)=O)=CC=1.S(Cl)(Cl)=O.[Cl:39][C:40]1[CH:45]=[C:44]([C:46]([F:49])([F:48])[F:47])[CH:43]=[C:42]([Cl:50])[C:41]=1[N:51]1[C:55]([NH:56][CH2:57][C:58]2[CH:63]=[N:62][CH:61]=[CH:60][N:59]=2)=[CH:54][C:53]([C:64]#[N:65])=[N:52]1.C(=O)([O-])O.[Na+]. Product: [Cl:50][C:42]1[CH:43]=[C:44]([C:46]([F:47])([F:48])[F:49])[CH:45]=[C:40]([Cl:39])[C:41]=1[N:51]1[C:55]([NH:56][CH2:57][C:58]2[CH:63]=[N:62][CH:61]=[CH:60][N:59]=2)=[C:54]([S:3][C:2]([F:7])([F:6])[F:1])[C:53]([C:64]#[N:65])=[N:52]1. The catalyst class is: 26.